This data is from Reaction yield outcomes from USPTO patents with 853,638 reactions. The task is: Predict the reaction yield, written as a fraction of the theoretical maximum amount of product (1.0 means a 100% yield; for example, 0.34 means a 34% yield). (1) The reactants are [Cl:1][C:2]1[CH:7]=[C:6]([C:8]2[CH:13]=[CH:12][CH:11]=[CH:10][CH:9]=2)[N:5]=[C:4]([CH3:14])[N:3]=1.[NH2:15][NH2:16].C(=O)([O-])[O-].[K+].[K+]. The catalyst is O1CCOCC1. The product is [ClH:1].[ClH:1].[ClH:1].[NH:15]([C:2]1[CH:7]=[C:6]([C:8]2[CH:13]=[CH:12][CH:11]=[CH:10][CH:9]=2)[N:5]=[C:4]([CH3:14])[N:3]=1)[NH2:16]. The yield is 0.600. (2) The yield is 0.830. No catalyst specified. The product is [Br:23][C:24]1[CH:29]=[C:28]([CH2:30][C:32]2[CH:33]=[CH:34][C:35]([CH3:38])=[CH:36][CH:37]=2)[C:27]([Cl:39])=[CH:26][C:25]=1[O:40][C:41](=[CH2:42])[CH3:2]. The reactants are Br[C:2]1C(OCC=C)=CC(Cl)=C(C(C2C=CC(OC)=CC=2)O)C=1.[Br:23][C:24]1[C:25]([O:40][CH2:41][CH:42]=C)=[CH:26][C:27]([Cl:39])=[C:28]([CH:30]([C:32]2[CH:37]=[CH:36][C:35]([CH3:38])=[CH:34][CH:33]=2)O)[CH:29]=1.